This data is from Catalyst prediction with 721,799 reactions and 888 catalyst types from USPTO. The task is: Predict which catalyst facilitates the given reaction. (1) Reactant: [C:1]([O:5][C:6]([N:8]1[CH2:13][CH2:12][CH:11]([NH2:14])[CH2:10][CH2:9]1)=[O:7])([CH3:4])([CH3:3])[CH3:2].F[C:16]1[CH:21]=[CH:20][C:19]([S:22]([C:25]2[CH:30]=[CH:29][C:28]([F:31])=[CH:27][CH:26]=2)(=[O:24])=[O:23])=[CH:18][CH:17]=1.C(=O)([O-])[O-].[K+].[K+]. The catalyst class is: 633. Product: [C:1]([O:5][C:6]([N:8]1[CH2:13][CH2:12][CH:11]([NH:14][C:16]2[CH:17]=[CH:18][C:19]([S:22]([C:25]3[CH:30]=[CH:29][C:28]([F:31])=[CH:27][CH:26]=3)(=[O:24])=[O:23])=[CH:20][CH:21]=2)[CH2:10][CH2:9]1)=[O:7])([CH3:4])([CH3:2])[CH3:3]. (2) Reactant: O[C:2]1([C:10]2[CH:17]=[CH:16][C:13]([C:14]#[N:15])=[CH:12][CH:11]=2)[C:9]2[N:5]([CH:6]=[N:7][CH:8]=2)[CH2:4][CH2:3]1.S(Cl)(Cl)=O.C(=O)([O-])O.[Na+]. Product: [CH:8]1[N:7]=[CH:6][N:5]2[CH2:4][CH2:3][CH:2]([C:10]3[CH:17]=[CH:16][C:13]([C:14]#[N:15])=[CH:12][CH:11]=3)[C:9]=12. The catalyst class is: 22.